From a dataset of Experimentally validated miRNA-target interactions with 360,000+ pairs, plus equal number of negative samples. Binary Classification. Given a miRNA mature sequence and a target amino acid sequence, predict their likelihood of interaction. (1) The miRNA is hsa-miR-4313 with sequence AGCCCCCUGGCCCCAAACCC. The protein sequence of the target gene is MEESKTLKSENHEPKKNVICEESKAVQVIGNQTLKARNDKSVKEIENSSPNRNSSKKNKQNDICIEKTEVKSCKVNAANLPGPKDLGLVLRDQSHCKAKKFPNSPVKAEKATISQAKSEKATSLQAKAEKSPKSPNSVKAEKASSYQMKSEKVPSSPAEAEKGPSLLLKDMRQKTELQQIGKKIPSSFTSVDKVNIEAVGGEKCALQNSPRSQKQQTCTDNTGDSDDSASGIEDVSDDLSKMKNDESNKENSSEMDYLENATVIDESALTPEQRLGLKQAEERLERDHIFRLEKRSPEYT.... Result: 0 (no interaction). (2) The miRNA is hsa-miR-18a-5p with sequence UAAGGUGCAUCUAGUGCAGAUAG. The protein sequence of the target gene is MGLLDRLSVLLGLKKKEVHVLCLGLDNSGKTTIINKLKPSNAQSQNILPTIGFSIEKFKSSSLSFTVFDMSGQGRYRNLWEHYYKEGQAIIFVIDSSDRLRMVVAKEELDTLLNHPDIKHRRIPILFFANKMDLRDAVTSVKVSQLLCLENIKDKPWHICASDAIKGEGLQEGVDWLQDQIQTVKT. Result: 0 (no interaction). (3) The protein sequence of the target gene is MSRLLGGTLERVCKAVLLLCLLHFLVAVILYFDVYAQHLAFFSRFSTRSPAHALYPAASSSTNCSRPNATAASSGLPEVPSARPGPTAPVIPPCPDVPPGLVGRVVIEFTSPMPLERVQRENPGVLLGGRYSPPDCTPAQTVAVIIPFRHREHHLRYWLHYLHPMLRRQRLRYGVYVINQHGEETFNRAKLLNVGFLEALKEDAAYDCFIFSDVDLVPMDDRNLYRCGDQPRHFAIAMDKFGFRLPYASYFGGVSGLSKAQFLRINGFPNEYWGWGGEDDDIFNRISLTGMKISRPDVRI.... The miRNA is mmu-miR-340-5p with sequence UUAUAAAGCAAUGAGACUGAUU. Result: 1 (interaction). (4) The miRNA is hsa-miR-6880-3p with sequence CCGCCUUCUCUCCUCCCCCAG. The protein sequence of the target gene is MTSLTQRSSGLVQRRTEASRNAADKERAAGGGGGSGEDEAQSRRDEQDDDDKGDSKETRLTLMEEVLLLGLKDREGYTSFWNDCISSGLRGCMLIELALRGRLQLEACGMRRKSLLTRKVICKSDAPTGDVLLDEALKHVKETQPPETVQNWIELLSGETWNPLKLHYQLRNVRERLAKNLVEKGVLTTEKQNFLLFDMTTHPLTNNNIKQRLIKKVQEAVLDKWVNDPHRMDKRLLALIYLAHASDVLENAFAPLLDEQYDLATKRVRQLLDLDPEVECLKANTNEVLWAVVAAFTK. Result: 0 (no interaction). (5) The miRNA is hsa-miR-132-3p with sequence UAACAGUCUACAGCCAUGGUCG. The protein sequence of the target gene is MGRRRLLVWLCAVAALLSGAQARGTPLLARPAPPGASRYSLYTTGWRPRLRPGPHKALCAYVVHRNVTCILQEGAESYVKAEYRQCRWGPKCPGTVTYRTVLRPKYKVGYKTVTDLAWRCCPGFTGKRCPEHLTDHGAASPQLEPEPQIPSGQLDPGPRPPSYSRAAPSPHGRKGPGLFGERLERLEGDVQRLAQTYGTLSGLVASHEDPNRMTGGPRAPAVPVGFGVIPEGLVGPGDRARGPLTPPLDEILSKVTEVSNTLQTKVQLLDKVHGLALGHEAHLQRLREAPPSPLTSLALL.... Result: 1 (interaction). (6) The miRNA is rno-miR-27a-3p with sequence UUCACAGUGGCUAAGUUCCGC. The protein sequence of the target gene is MPVQLTTALRVVGTSLFALVVLGGILAAYVTGYQFIHTEKHYLSFGLYGAILGLHLLIQSLFAFLEHRRMRRAGRPLKLHCSQRPRSVALCIAAYQEDPEYLRKCLRSAQRIAFPNLKVVMVVDGNRQEDTYMLDIFHEVLGGTEQAGFFVWRSNFHEAGEGETEASLQEGMERVRAVVWASTFSCIMQKWGGKREVMYTAFKALGNSVDYIQVCDSDTVLDPACTIEMLRVLEEDPQVGGVGGDVQILNKYDSWISFLSSVRYWMAFNVERACQSYFGCVQCISGPLGMYRNSLLQQFL.... Result: 0 (no interaction). (7) The miRNA is hsa-miR-4487 with sequence AGAGCUGGCUGAAGGGCAG. The protein sequence of the target gene is MGPLPAPSCTQRITWKGLLLTASLLNFWNPPTTAEVTIEAQPPKVSEGKDVLLLVHNLPQNLPGYFWYKGEMTDLYHYIISYIVDGKIIIYGPAYSGRETVYSNASLLIQNVTRKDAGTYTLHIIKRGDETREEIRHFTFTLYLETPKPYISSSNLNPREAMEAVRLICDPETLDASYLWWMNGQSLPVTHRLQLSKTNRTLYLFGVTKYIAGPYECEIRNPVSASRSDPVTLNLLPKLPIPYITINNLNPRENKDVLAFTCEPKSENYTYIWWLNGQSLPVSPGVKRPIENRILILPSV.... Result: 0 (no interaction). (8) The miRNA is hsa-miR-410-3p with sequence AAUAUAACACAGAUGGCCUGU. The protein sequence of the target gene is MEIPKLLPARGTLQGGGGGGIPAGGGRVHRGPDSPAGQVPTRRLLLPRGPQDGGPGRRREEASTASRGPGPSLFAPRPHQPSGGGDDFFLVLLDPVGGDVETAGSGQAAGPVLREEAKAGPGLQGDESGANPAGCSAQGPHCLSAVPTPAPISAPGPAAAFAGTVTIHNQDLLLRFENGVLTLATPPPHAWEPGAAPAQQPRCLIAPQAGFPQAAHPGDCPELRSDLLLAEPAEPAPAPAPQEEAEGLAAALGPRGLLGSGPGVVLYLCPEALCGQTFAKKHQLKMHLLTHSSSQGQRPF.... Result: 1 (interaction). (9) The miRNA is hsa-miR-4802-3p with sequence UACAUGGAUGGAAACCUUCAAGC. The protein sequence of the target gene is MASRGKTETSKLKQNLEEQLDRLMQQLQDLEECREELDTDEYEETKKETLEQLSEFNDSLKKIMSGNMTLVDELSGMQLAIQAAISQAFKTPEVIRLFAKKQPGQLRTRLAEMDRDLMVGKLERDLYTQQKVEILTALRKLGEKLTADDEAFLSANAGAILSQFEKVSTDLGSGDKILALASFEVEKTKK. Result: 1 (interaction). (10) The miRNA is hsa-miR-6844 with sequence UUCUUUGUUUUUAAUUCACAG. The protein sequence of the target gene is MNMFKEAVTFKDVAVAFTEEELGLLGPAQRKLYRDVMVENFRNLLSVGHPPFKQDVSPIERNEQLWIMTTATRRQGNLGEKNQSKLITVQDRESEEELSCWQIWQQIANDLTRCQDSMINNSQCHKQGDFPYQVGTELSIQISEDENYIVNKADGPNNTGNPEFPILRTQDSWRKTFLTESQRLNRDQQISIKNKLCQCKKGVDPIGWISHHDGHRVHKSEKSYRPNDYEKDNMKILTFDHNSMIHTGQKSYQCNECKKPFSDLSSFDLHQQLQSGEKSLTCVERGKGFCYSPVLPVHQK.... Result: 0 (no interaction).